This data is from NCI-60 drug combinations with 297,098 pairs across 59 cell lines. The task is: Regression. Given two drug SMILES strings and cell line genomic features, predict the synergy score measuring deviation from expected non-interaction effect. (1) Drug 1: CC1C(C(CC(O1)OC2CC(CC3=C2C(=C4C(=C3O)C(=O)C5=C(C4=O)C(=CC=C5)OC)O)(C(=O)C)O)N)O.Cl. Drug 2: CN(CC1=CN=C2C(=N1)C(=NC(=N2)N)N)C3=CC=C(C=C3)C(=O)NC(CCC(=O)O)C(=O)O. Cell line: SK-MEL-5. Synergy scores: CSS=27.0, Synergy_ZIP=-8.68, Synergy_Bliss=5.05, Synergy_Loewe=-3.50, Synergy_HSA=1.31. (2) Drug 1: CC1=CC=C(C=C1)C2=CC(=NN2C3=CC=C(C=C3)S(=O)(=O)N)C(F)(F)F. Drug 2: C1=CN(C(=O)N=C1N)C2C(C(C(O2)CO)O)O.Cl. Cell line: NCI/ADR-RES. Synergy scores: CSS=47.2, Synergy_ZIP=-1.83, Synergy_Bliss=-1.99, Synergy_Loewe=-30.6, Synergy_HSA=1.86. (3) Drug 1: CC(C)(C#N)C1=CC(=CC(=C1)CN2C=NC=N2)C(C)(C)C#N. Drug 2: C1=NC(=NC(=O)N1C2C(C(C(O2)CO)O)O)N. Cell line: NCI-H460. Synergy scores: CSS=60.9, Synergy_ZIP=0.0496, Synergy_Bliss=-0.0173, Synergy_Loewe=-4.30, Synergy_HSA=-2.84. (4) Drug 1: CCC1(CC2CC(C3=C(CCN(C2)C1)C4=CC=CC=C4N3)(C5=C(C=C6C(=C5)C78CCN9C7C(C=CC9)(C(C(C8N6C)(C(=O)OC)O)OC(=O)C)CC)OC)C(=O)OC)O.OS(=O)(=O)O. Drug 2: CC1=C2C(C(=O)C3(C(CC4C(C3C(C(C2(C)C)(CC1OC(=O)C(C(C5=CC=CC=C5)NC(=O)OC(C)(C)C)O)O)OC(=O)C6=CC=CC=C6)(CO4)OC(=O)C)O)C)O. Cell line: 786-0. Synergy scores: CSS=-2.17, Synergy_ZIP=1.15, Synergy_Bliss=0.882, Synergy_Loewe=-3.52, Synergy_HSA=-2.97. (5) Drug 1: CC(CN1CC(=O)NC(=O)C1)N2CC(=O)NC(=O)C2. Drug 2: CC1=C2C(C(=O)C3(C(CC4C(C3C(C(C2(C)C)(CC1OC(=O)C(C(C5=CC=CC=C5)NC(=O)OC(C)(C)C)O)O)OC(=O)C6=CC=CC=C6)(CO4)OC(=O)C)O)C)O. Cell line: DU-145. Synergy scores: CSS=15.7, Synergy_ZIP=-9.87, Synergy_Bliss=-9.48, Synergy_Loewe=-24.7, Synergy_HSA=-6.56.